From a dataset of Reaction yield outcomes from USPTO patents with 853,638 reactions. Predict the reaction yield, written as a fraction of the theoretical maximum amount of product (1.0 means a 100% yield; for example, 0.34 means a 34% yield). The reactants are C([O:8][C@@H:9]([CH3:12])[CH2:10][OH:11])C1C=CC=CC=1.[Cl:13][C:14]1[CH:38]=[N:37][C:17]2[NH:18][C:19]3[C:24](Cl)=[N:23][CH:22]=[C:21]([C:26]4[CH:31]=[CH:30][CH:29]=[C:28]([S:32]([CH2:35][CH3:36])(=[O:34])=[O:33])[CH:27]=4)[C:20]=3[C:16]=2[CH:15]=1. The catalyst is CO.[Pd]. The product is [Cl:13][C:14]1[CH:38]=[N:37][C:17]2[NH:18][C:19]3[C:24]([O:11][CH2:10][C@H:9]([OH:8])[CH3:12])=[N:23][CH:22]=[C:21]([C:26]4[CH:31]=[CH:30][CH:29]=[C:28]([S:32]([CH2:35][CH3:36])(=[O:34])=[O:33])[CH:27]=4)[C:20]=3[C:16]=2[CH:15]=1. The yield is 0.150.